From a dataset of Forward reaction prediction with 1.9M reactions from USPTO patents (1976-2016). Predict the product of the given reaction. (1) Given the reactants [Br:1][C:2]1[CH:3]=[C:4]([N+:20]([O-])=O)[C:5]([C:8]2[CH:13]=[C:12]([F:14])[C:11]([F:15])=[CH:10][C:9]=2[S:16]([CH3:19])(=[O:18])=[O:17])=[N:6][CH:7]=1.C1(P(C2C=CC=CC=2)CCP(C2C=CC=CC=2)C2C=CC=CC=2)C=CC=CC=1, predict the reaction product. The product is: [Br:1][C:2]1[CH:7]=[N:6][C:5]2[C:8]3[C:9]([S:16]([CH3:19])(=[O:18])=[O:17])=[CH:10][C:11]([F:15])=[C:12]([F:14])[C:13]=3[NH:20][C:4]=2[CH:3]=1. (2) Given the reactants Br[C:2]1[CH:7]=[CH:6][C:5]([C:8]([C:10]2[N:18]3[C:13]([CH:14]=[C:15]([CH:19]([CH3:21])[CH3:20])[CH:16]=[CH:17]3)=[C:12]([C:22](=[O:27])[C:23]([CH3:26])([CH3:25])[CH3:24])[C:11]=2[CH2:28][C:29]([CH3:35])([CH3:34])[C:30]([O:32][CH3:33])=[O:31])=[O:9])=[CH:4][CH:3]=1.[CH3:36][O:37][C:38]1[CH:43]=[CH:42][C:41](B(O)O)=[CH:40][N:39]=1.C([O-])([O-])=O.[Na+].[Na+], predict the reaction product. The product is: [CH3:24][C:23]([CH3:25])([CH3:26])[C:22]([C:12]1[C:11]([CH2:28][C:29]([CH3:34])([CH3:35])[C:30]([O:32][CH3:33])=[O:31])=[C:10]([C:8]([C:5]2[CH:6]=[CH:7][CH:2]=[C:3]([C:41]3[CH:40]=[N:39][C:38]([O:37][CH3:36])=[CH:43][CH:42]=3)[CH:4]=2)=[O:9])[N:18]2[C:13]=1[CH:14]=[C:15]([CH:19]([CH3:20])[CH3:21])[CH:16]=[CH:17]2)=[O:27]. (3) The product is: [CH2:22]([CH:24]1[O:29][CH2:28][CH2:27][N:26]([C:30]2[N:31]=[C:32]([CH2:37][C:38]([NH:6][C:5]3[CH:7]=[CH:8][C:2]([F:1])=[CH:3][CH:4]=3)=[O:39])[NH:33][C:34](=[O:36])[CH:35]=2)[CH2:25]1)[CH3:23]. Given the reactants [F:1][C:2]1[CH:8]=[CH:7][C:5]([NH2:6])=[CH:4][CH:3]=1.Cl.CN(C)CCCN=C=NCC.[Na].[CH2:22]([CH:24]1[O:29][CH2:28][CH2:27][N:26]([C:30]2[N:31]=[C:32]([CH2:37][C:38](O)=[O:39])[NH:33][C:34](=[O:36])[CH:35]=2)[CH2:25]1)[CH3:23], predict the reaction product. (4) Given the reactants Br[C:2]1[CH:7]=[CH:6][N:5]=[C:4]2[N:8]([S:23]([C:26]3[CH:32]=[CH:31][C:29]([CH3:30])=[CH:28][CH:27]=3)(=[O:25])=[O:24])[C:9]([C:11]3[CH:16]=[CH:15][C:14]([N:17]4[CH2:22][CH2:21][O:20][CH2:19][CH2:18]4)=[CH:13][CH:12]=3)=[CH:10][C:3]=12.[O:33]1[CH2:38][CH2:37][CH:36]([O:39][C:40]2[C:41]([C:55]#[N:56])=[N:42][C:43](B3OC(C)(C)C(C)(C)O3)=[CH:44][CH:45]=2)[CH2:35][CH2:34]1.C([O-])([O-])=O.[Cs+].[Cs+], predict the reaction product. The product is: [O:20]1[CH2:19][CH2:18][N:17]([C:14]2[CH:15]=[CH:16][C:11]([C:9]3[N:8]([S:23]([C:26]4[CH:27]=[CH:28][C:29]([CH3:30])=[CH:31][CH:32]=4)(=[O:24])=[O:25])[C:4]4=[N:5][CH:6]=[CH:7][C:2]([C:43]5[N:42]=[C:41]([C:55]#[N:56])[C:40]([O:39][CH:36]6[CH2:37][CH2:38][O:33][CH2:34][CH2:35]6)=[CH:45][CH:44]=5)=[C:3]4[CH:10]=3)=[CH:12][CH:13]=2)[CH2:22][CH2:21]1. (5) The product is: [N:37]1[CH:38]=[CH:39][CH:40]=[C:35]([CH2:34][O:33][C:31](=[O:32])[NH:30][CH2:29][C:26]2[CH:27]=[CH:28][C:23]([C:21]([NH:20][C:10]3[CH:11]=[C:12]([C:15]4[CH:43]=[CH:41][CH:17]=[CH:18][CH:19]=4)[CH:13]=[CH:14][C:9]=3[NH2:5])=[O:22])=[CH:24][CH:25]=2)[CH:36]=1. Given the reactants CC([N:5]([C:9]1[CH:14]=[CH:13][C:12]([C:15]2S[CH:17]=[CH:18][CH:19]=2)=[CH:11][C:10]=1[NH:20][C:21]([C:23]1[CH:28]=[CH:27][C:26]([CH2:29][NH:30][C:31]([O:33][CH2:34][C:35]2[CH:36]=[N:37][CH:38]=[CH:39][CH:40]=2)=[O:32])=[CH:25][CH:24]=1)=[O:22])C(=O)[O-])(C)C.[C:41](O)([C:43](F)(F)F)=O, predict the reaction product. (6) Given the reactants [N:1]1[N:2]([C:6]2[CH:7]=[C:8]([NH:12][C:13]3[N:21]=[C:20]([NH:22][C@@H:23]4[CH2:28][CH2:27][CH2:26][CH2:25][C@@H:24]4[NH:29]C(OC(C)(C)C)=O)[C:19]([C:37]#[N:38])=[CH:18][C:14]=3[C:15]([NH2:17])=[O:16])[CH:9]=[CH:10][CH:11]=2)[N:3]=[CH:4][CH:5]=1.C([O-])([O-])=[O:40].[K+].[K+].OO.O, predict the reaction product. The product is: [N:1]1[N:2]([C:6]2[CH:7]=[C:8]([NH:12][C:13]3[C:14]([C:15]([NH2:17])=[O:16])=[CH:18][C:19]([C:37]([NH2:38])=[O:40])=[C:20]([NH:22][C@@H:23]4[CH2:28][CH2:27][CH2:26][CH2:25][C@@H:24]4[NH2:29])[N:21]=3)[CH:9]=[CH:10][CH:11]=2)[N:3]=[CH:4][CH:5]=1.